From a dataset of Full USPTO retrosynthesis dataset with 1.9M reactions from patents (1976-2016). Predict the reactants needed to synthesize the given product. (1) Given the product [NH2:1][C:2]1[N:7]=[CH:6][N:5]=[C:4]2[N:8]([CH:12]([C:14]3[O:15][C:16]4[C:21]([C:22](=[O:31])[C:23]=3[C:24]3[CH:29]=[CH:28][CH:27]=[C:26]([F:30])[CH:25]=3)=[CH:20][CH:19]=[CH:18][CH:17]=4)[CH3:13])[N:9]=[C:10]([C:36]3[CH:35]=[N:34][C:33]([NH2:32])=[N:38][CH:37]=3)[C:3]=12, predict the reactants needed to synthesize it. The reactants are: [NH2:1][C:2]1[N:7]=[CH:6][N:5]=[C:4]2[N:8]([CH:12]([C:14]3[O:15][C:16]4[C:21]([C:22](=[O:31])[C:23]=3[C:24]3[CH:29]=[CH:28][CH:27]=[C:26]([F:30])[CH:25]=3)=[CH:20][CH:19]=[CH:18][CH:17]=4)[CH3:13])[N:9]=[C:10](I)[C:3]=12.[NH2:32][C:33]1[N:38]=[CH:37][C:36](B(O)O)=[CH:35][N:34]=1.C(=O)([O-])[O-].[Na+].[Na+].ClCCl. (2) Given the product [CH3:21][O:22][C:23]1[C:28]([C:2]2[N:7]=[C:6]([N:8]3[CH2:13][CH2:12][O:11][CH2:10][CH2:9]3)[CH:5]=[C:4]([O:14][CH:15]3[CH2:20][CH2:19][O:18][CH2:17][CH2:16]3)[N:3]=2)=[CH:27][N:26]=[C:25]([NH2:38])[N:24]=1, predict the reactants needed to synthesize it. The reactants are: Cl[C:2]1[N:7]=[C:6]([N:8]2[CH2:13][CH2:12][O:11][CH2:10][CH2:9]2)[CH:5]=[C:4]([O:14][CH:15]2[CH2:20][CH2:19][O:18][CH2:17][CH2:16]2)[N:3]=1.[CH3:21][O:22][C:23]1[C:28](B2OC(C)(C)C(C)(C)O2)=[CH:27][N:26]=[C:25]([NH2:38])[N:24]=1. (3) Given the product [Cl:1][C:2]1[N:3]=[C:4]([N:13]2[CH2:18][CH2:17][O:16][CH2:15][CH2:14]2)[C:5]2[S:10][C:9]([CH2:11][N:19]3[CH2:20][CH2:21][CH:22]([CH2:25][N:26]4[CH2:31][CH2:30][CH2:29][CH2:28][CH2:27]4)[CH2:23][CH2:24]3)=[CH:8][C:6]=2[N:7]=1, predict the reactants needed to synthesize it. The reactants are: [Cl:1][C:2]1[N:3]=[C:4]([N:13]2[CH2:18][CH2:17][O:16][CH2:15][CH2:14]2)[C:5]2[S:10][C:9]([CH:11]=O)=[CH:8][C:6]=2[N:7]=1.[NH:19]1[CH2:24][CH2:23][CH:22]([CH2:25][N:26]2[CH2:31][CH2:30][CH2:29][CH2:28][CH2:27]2)[CH2:21][CH2:20]1. (4) Given the product [C:22]([N:3]1[C:11]2[C:6](=[CH:7][C:8]([C:12]([O:14][CH2:15][C:16]3[CH:17]=[CH:18][CH:19]=[CH:20][CH:21]=3)=[O:13])=[CH:9][CH:10]=2)[CH:5]=[CH:4]1)(=[O:29])[C:23]1[CH:28]=[CH:27][CH:26]=[CH:25][CH:24]=1, predict the reactants needed to synthesize it. The reactants are: [H-].[Na+].[NH:3]1[C:11]2[C:6](=[CH:7][C:8]([C:12]([O:14][CH2:15][C:16]3[CH:21]=[CH:20][CH:19]=[CH:18][CH:17]=3)=[O:13])=[CH:9][CH:10]=2)[CH:5]=[CH:4]1.[C:22](Cl)(=[O:29])[C:23]1[CH:28]=[CH:27][CH:26]=[CH:25][CH:24]=1. (5) Given the product [CH3:1][C:2]1[CH:6]=[C:5]([NH:7][C:8]([N:30]2[CH2:31][CH2:32][N:27]([C:25]3[S:24][N:23]=[C:22]([C:16]4[CH:21]=[CH:20][CH:19]=[CH:18][CH:17]=4)[N:26]=3)[CH2:28][CH2:29]2)=[O:15])[O:4][N:3]=1, predict the reactants needed to synthesize it. The reactants are: [CH3:1][C:2]1[CH:6]=[C:5]([NH:7][C:8](=[O:15])OCC(Cl)(Cl)Cl)[O:4][N:3]=1.[C:16]1([C:22]2[N:26]=[C:25]([N:27]3[CH2:32][CH2:31][NH:30][CH2:29][CH2:28]3)[S:24][N:23]=2)[CH:21]=[CH:20][CH:19]=[CH:18][CH:17]=1.C(N(C(C)C)CC)(C)C.O.